Dataset: Full USPTO retrosynthesis dataset with 1.9M reactions from patents (1976-2016). Task: Predict the reactants needed to synthesize the given product. (1) Given the product [CH2:21]1[C:20]2[CH:33]=[CH:34][C:17]([CH:14]3[CH2:15][CH2:16][N:11]([C:9]([C:6]4[CH:7]=[CH:8][C:3]([C:1]#[N:2])=[CH:4][CH:5]=4)=[O:10])[CH2:12][CH2:13]3)=[CH:18][C:19]=2[CH2:25][CH2:24][NH:23][CH2:22]1, predict the reactants needed to synthesize it. The reactants are: [C:1]([C:3]1[CH:8]=[CH:7][C:6]([C:9]([N:11]2[CH2:16][CH2:15][CH:14]([C:17]3[CH:34]=[CH:33][C:20]4[CH2:21][CH2:22][N:23](C(OC(C)(C)C)=O)[CH2:24][CH2:25][C:19]=4[CH:18]=3)[CH2:13][CH2:12]2)=[O:10])=[CH:5][CH:4]=1)#[N:2].FC(F)(F)C(O)=O.C(OCC)C. (2) Given the product [OH:16][C@H:13]([CH2:14][OH:15])[CH2:12][NH:11][C:7]([C:5]1[S:6][C:2]([Cl:1])=[CH:3][CH:4]=1)=[O:8], predict the reactants needed to synthesize it. The reactants are: [Cl:1][C:2]1[S:6][C:5]([C:7](Cl)=[O:8])=[CH:4][CH:3]=1.Cl.[NH2:11][CH2:12][C@H:13]([OH:16])[CH2:14][OH:15]. (3) The reactants are: [CH2:1]([Mg]Cl)[CH:2]=[CH2:3].[CH2:6]([O:13][C:14](=[O:20])[NH:15][C@H:16]([CH3:19])[CH2:17]I)[C:7]1[CH:12]=[CH:11][CH:10]=[CH:9][CH:8]=1. Given the product [CH2:6]([O:13][C:14](=[O:20])[NH:15][C@H:16]([CH3:19])[CH2:17][CH2:3][CH:2]=[CH2:1])[C:7]1[CH:12]=[CH:11][CH:10]=[CH:9][CH:8]=1, predict the reactants needed to synthesize it. (4) Given the product [C:1]([C:5]1[CH:6]=[C:7]([C:16]2[CH:17]=[C:18]([C:28]3[CH:33]=[CH:32][C:31]([C:34]([OH:36])=[O:35])=[CH:30][CH:29]=3)[CH:19]=[CH:20][C:21]=2[O:22][CH2:23][CH2:24][CH2:25][CH2:26][OH:27])[CH:8]=[CH:9][C:10]=1[N:11]1[CH2:12][CH2:13][CH2:14][CH2:15]1)([CH3:4])([CH3:2])[CH3:3], predict the reactants needed to synthesize it. The reactants are: [C:1]([C:5]1[CH:6]=[C:7]([C:16]2[CH:17]=[C:18]([C:28]3[CH:33]=[CH:32][C:31]([C:34]([O:36]CC)=[O:35])=[CH:30][CH:29]=3)[CH:19]=[CH:20][C:21]=2[O:22][CH2:23][CH2:24][CH2:25][CH2:26][OH:27])[CH:8]=[CH:9][C:10]=1[N:11]1[CH2:15][CH2:14][CH2:13][CH2:12]1)([CH3:4])([CH3:3])[CH3:2].[OH-].[Na+]. (5) Given the product [NH2:1][C:2]1[C:6]([C:7](=[O:8])[NH2:9])=[CH:5][N:4]([C:13]2([CH2:12][C:10]#[N:11])[CH2:14][CH2:15][N:16]([C:19]([O:21][C:22]([CH3:23])([CH3:24])[CH3:25])=[O:20])[CH2:17][CH2:18]2)[N:3]=1, predict the reactants needed to synthesize it. The reactants are: [NH2:1][C:2]1[C:6]([C:7]([NH2:9])=[O:8])=[CH:5][NH:4][N:3]=1.[C:10]([CH:12]=[C:13]1[CH2:18][CH2:17][N:16]([C:19]([O:21][C:22]([CH3:25])([CH3:24])[CH3:23])=[O:20])[CH2:15][CH2:14]1)#[N:11].C(#N)C.C1CCN2C(=NCCC2)CC1.